From a dataset of Full USPTO retrosynthesis dataset with 1.9M reactions from patents (1976-2016). Predict the reactants needed to synthesize the given product. (1) The reactants are: [N:1]([CH2:4][C:5]1[NH:9][N:8]=[C:7]([C:10]2[CH:15]=[CH:14][N:13]=[CH:12][CH:11]=2)[CH:6]=1)=[N+]=[N-]. Given the product [N:13]1[CH:12]=[CH:11][C:10]([C:7]2[CH:6]=[C:5]([CH2:4][NH2:1])[NH:9][N:8]=2)=[CH:15][CH:14]=1, predict the reactants needed to synthesize it. (2) Given the product [N:33]1([CH2:38][CH2:39][CH2:40][N:41]2[CH2:42][CH2:43][CH:44]([CH2:47][NH:48][C:6](=[O:8])[C:5]3[CH:9]=[C:10]([Cl:11])[C:2]([NH2:1])=[CH:3][C:4]=3[O:12][CH3:13])[CH2:45][CH2:46]2)[CH:37]=[CH:36][N:35]=[N:34]1, predict the reactants needed to synthesize it. The reactants are: [NH2:1][C:2]1[C:10]([Cl:11])=[CH:9][C:5]([C:6]([OH:8])=O)=[C:4]([O:12][CH3:13])[CH:3]=1.C(N1C=CN=C1)(N1C=CN=C1)=O.C(N(CC)CC)C.[N:33]1([CH2:38][CH2:39][CH2:40][N:41]2[CH2:46][CH2:45][CH:44]([CH2:47][NH2:48])[CH2:43][CH2:42]2)[CH:37]=[CH:36][N:35]=[N:34]1. (3) Given the product [CH3:13][C@H:14]1[CH2:19][N:18]([CH2:8][C:7]2[CH:10]=[CH:11][C:4]([N+:1]([O-:3])=[O:2])=[CH:5][CH:6]=2)[CH2:17][CH2:16][N:15]1[C:20]([O:22][C:23]([CH3:24])([CH3:26])[CH3:25])=[O:21], predict the reactants needed to synthesize it. The reactants are: [N+:1]([C:4]1[CH:11]=[CH:10][C:7]([CH:8]=O)=[CH:6][CH:5]=1)([O-:3])=[O:2].Cl.[CH3:13][C@H:14]1[CH2:19][NH:18][CH2:17][CH2:16][N:15]1[C:20]([O:22][C:23]([CH3:26])([CH3:25])[CH3:24])=[O:21].C(N(CC)CC)C.C(O[BH-](OC(=O)C)OC(=O)C)(=O)C.[Na+].C([O-])(O)=O.[Na+].